Regression. Given two drug SMILES strings and cell line genomic features, predict the synergy score measuring deviation from expected non-interaction effect. From a dataset of NCI-60 drug combinations with 297,098 pairs across 59 cell lines. Drug 1: C1CC(=O)NC(=O)C1N2CC3=C(C2=O)C=CC=C3N. Drug 2: C1CN(CCN1C(=O)CCBr)C(=O)CCBr. Cell line: T-47D. Synergy scores: CSS=7.47, Synergy_ZIP=-2.81, Synergy_Bliss=2.06, Synergy_Loewe=0.907, Synergy_HSA=2.77.